Dataset: Full USPTO retrosynthesis dataset with 1.9M reactions from patents (1976-2016). Task: Predict the reactants needed to synthesize the given product. Given the product [Cl:1][C:2]1[C:7]([O:8][C:9]([CH3:17])([CH3:18])[C:10]([OH:12])=[O:11])=[CH:6][C:5]([Cl:19])=[CH:4][N:3]=1, predict the reactants needed to synthesize it. The reactants are: [Cl:1][C:2]1[C:7]([O:8][C:9]([CH3:18])([CH3:17])[C:10]([O:12]C(C)(C)C)=[O:11])=[CH:6][C:5]([Cl:19])=[CH:4][N:3]=1.FC(F)(F)C(O)=O.